From a dataset of Forward reaction prediction with 1.9M reactions from USPTO patents (1976-2016). Predict the product of the given reaction. (1) The product is: [F:26][C:24]([F:25])([F:27])[C:16]1[CH:15]=[C:14]([CH:12]2[O:13][C:9](=[O:30])[N:10]([CH2:34][C:35]3[CH:40]=[C:39]([C:41]([F:44])([F:43])[F:42])[CH:38]=[CH:37][C:36]=3[C:45]3[CH:46]=[C:47]([C:53]4[CH:58]=[CH:57][C:56]([C:59]([OH:61])=[O:60])=[CH:55][C:54]=4[CH3:63])[CH:48]=[CH:49][C:50]=3[O:51][CH3:52])[C:11]2([CH3:29])[CH3:28])[CH:19]=[C:18]([C:20]([F:21])([F:22])[F:23])[CH:17]=1. Given the reactants C(O[C:9](=[O:30])[NH:10][C:11]([CH3:29])([CH3:28])[CH:12]([C:14]1[CH:19]=[C:18]([C:20]([F:23])([F:22])[F:21])[CH:17]=[C:16]([C:24]([F:27])([F:26])[F:25])[CH:15]=1)[OH:13])C1C=CC=CC=1.[H-].[Na+].Br[CH2:34][C:35]1[CH:40]=[C:39]([C:41]([F:44])([F:43])[F:42])[CH:38]=[CH:37][C:36]=1[C:45]1[CH:46]=[C:47]([C:53]2[CH:58]=[CH:57][C:56]([C:59]([O:61]C)=[O:60])=[CH:55][C:54]=2[CH3:63])[CH:48]=[CH:49][C:50]=1[O:51][CH3:52], predict the reaction product. (2) The product is: [CH:1]1([N:4]([CH2:32][C:33]2[CH:38]=[C:37]([CH2:39][CH2:40][CH2:41][O:42][CH3:43])[CH:36]=[C:35]([O:44][CH2:45][CH2:46][O:47][CH3:48])[CH:34]=2)[C:5]([C@H:7]2[C@H:12]([C:13]3[C:22]4[C:17](=[CH:18][CH:19]=[CH:20][CH:21]=4)[N:16]([CH3:23])[C:15](=[O:24])[CH:14]=3)[CH2:11][CH2:10][NH:9][CH2:8]2)=[O:6])[CH2:2][CH2:3]1. Given the reactants [CH:1]1([N:4]([CH2:32][C:33]2[CH:38]=[C:37]([CH2:39][CH2:40][CH2:41][O:42][CH3:43])[CH:36]=[C:35]([O:44][CH2:45][CH2:46][O:47][CH3:48])[CH:34]=2)[C:5]([C@H:7]2[C@H:12]([C:13]3[C:22]4[C:17](=[CH:18][CH:19]=[CH:20][CH:21]=4)[N:16]([CH3:23])[C:15](=[O:24])[CH:14]=3)[CH2:11][CH2:10][N:9](C(OC(C)(C)C)=O)[CH2:8]2)=[O:6])[CH2:3][CH2:2]1.Cl, predict the reaction product. (3) The product is: [S:19]1[CH:23]=[CH:22][C:21]2[C:24]([N:28]3[CH2:33][CH2:32][N:31]([CH2:2][CH2:3][CH2:4][CH2:5][O:6][C:7]4[CH:16]=[C:15]5[C:10]([CH:11]=[CH:12][C:13](=[O:17])[NH:14]5)=[CH:9][CH:8]=4)[CH2:30][CH2:29]3)=[CH:25][CH:26]=[CH:27][C:20]1=2. Given the reactants Cl[CH2:2][CH2:3][CH2:4][CH2:5][O:6][C:7]1[CH:16]=[C:15]2[C:10]([CH:11]=[CH:12][C:13](=[O:17])[NH:14]2)=[CH:9][CH:8]=1.Cl.[S:19]1[CH:23]=[CH:22][C:21]2[C:24]([N:28]3[CH2:33][CH2:32][NH:31][CH2:30][CH2:29]3)=[CH:25][CH:26]=[CH:27][C:20]1=2.C(=O)([O-])[O-].[K+].[K+].[I-].[Na+], predict the reaction product. (4) Given the reactants C([O:3][C:4]([C:6]1[C:7]2[C:15]([CH3:16])=[CH:14][NH:13][C:8]=2[C:9](Cl)=[N:10][CH:11]=1)=[O:5])C.[Cl:17][C:18]1[CH:19]=[C:20]([CH:22]=[CH:23][CH:24]=1)[NH2:21].CS(O)(=O)=O.[OH-].[K+], predict the reaction product. The product is: [Cl:17][C:18]1[CH:19]=[C:20]([NH:21][C:9]2[C:8]3[NH:13][CH:14]=[C:15]([CH3:16])[C:7]=3[C:6]([C:4]([OH:3])=[O:5])=[CH:11][N:10]=2)[CH:22]=[CH:23][CH:24]=1.